Dataset: Full USPTO retrosynthesis dataset with 1.9M reactions from patents (1976-2016). Task: Predict the reactants needed to synthesize the given product. (1) The reactants are: [C:1]([S:9][S:9][C:1](=[S:8])[C:2]1[CH:7]=[CH:6][CH:5]=[CH:4][CH:3]=1)(=[S:8])[C:2]1[CH:7]=[CH:6][CH:5]=[CH:4][CH:3]=1.[OH:19][CH2:20][CH2:21][O:22][C:23](=[O:28])[C:24](Br)([CH3:26])[CH3:25].CN(CCN(CCN(C)C)C)C.N#N. Given the product [C:1]([SH:9])(=[S:8])[C:2]1[CH:7]=[CH:6][CH:5]=[CH:4][CH:3]=1.[OH:19][CH2:20][CH2:21][O:22][C:23](=[O:28])[CH:24]([CH3:26])[CH3:25], predict the reactants needed to synthesize it. (2) The reactants are: [CH3:1][O:2][C:3]1[CH:4]=[C:5]([N:12]2[CH2:19][CH:18]3[O:20][CH:14]([CH2:15][N:16]([CH2:21][CH2:22][OH:23])[CH2:17]3)[CH2:13]2)[CH:6]=[CH:7][C:8]=1[N+:9]([O-])=O. Given the product [NH2:9][C:8]1[CH:7]=[CH:6][C:5]([N:12]2[CH2:19][CH:18]3[O:20][CH:14]([CH2:15][N:16]([CH2:21][CH2:22][OH:23])[CH2:17]3)[CH2:13]2)=[CH:4][C:3]=1[O:2][CH3:1], predict the reactants needed to synthesize it. (3) Given the product [O:33]1[C:34]2[CH:39]=[CH:38][CH:37]=[CH:36][C:35]=2[C:31]([N:25]2[CH2:26][CH2:27][N:28]([CH2:8][CH2:9][CH2:10][C:11]3[CH:12]=[C:13]4[C:18](=[C:19]([CH3:21])[CH:20]=3)[NH:17][C:16](=[O:22])[CH2:15][C:14]4([CH3:24])[CH3:23])[CH2:29][CH2:30]2)=[N:32]1, predict the reactants needed to synthesize it. The reactants are: C(=O)([O-])[O-].[K+].[K+].Cl[CH2:8][CH2:9][CH2:10][C:11]1[CH:12]=[C:13]2[C:18](=[C:19]([CH3:21])[CH:20]=1)[NH:17][C:16](=[O:22])[CH2:15][C:14]2([CH3:24])[CH3:23].[N:25]1([C:31]2[C:35]3[CH:36]=[CH:37][CH:38]=[CH:39][C:34]=3[O:33][N:32]=2)[CH2:30][CH2:29][NH:28][CH2:27][CH2:26]1. (4) The reactants are: [F:1][C:2]1[C:7]([F:8])=[CH:6][CH:5]=[CH:4][C:3]=1[C:9]1[N:45]=[C:12]2[CH:13]=[N:14][N:15]([CH:17]([C:26]3[O:30][N:29]=[C:28]([C:31]4[CH:36]=[CH:35][C:34]([O:37][CH2:38][CH2:39][CH3:40])=[CH:33][C:32]=4[C:41]([F:44])([F:43])[F:42])[CH:27]=3)[C:18]([O:20][CH2:21][CH2:22][C:23]([OH:25])=O)=[O:19])[CH:16]=[C:11]2[N:10]=1.Cl.C([O:51][C:52](=[O:56])[C@H:53]([CH3:55])[NH2:54])(C)(C)C.CN(C(ON1N=NC2C=CC=NC1=2)=[N+](C)C)C.F[P-](F)(F)(F)(F)F.CCN(C(C)C)C(C)C. Given the product [F:1][C:2]1[C:7]([F:8])=[CH:6][CH:5]=[CH:4][C:3]=1[C:9]1[N:45]=[C:12]2[CH:13]=[N:14][N:15]([CH:17]([C:26]3[O:30][N:29]=[C:28]([C:31]4[CH:36]=[CH:35][C:34]([O:37][CH2:38][CH2:39][CH3:40])=[CH:33][C:32]=4[C:41]([F:43])([F:42])[F:44])[CH:27]=3)[C:18]([O:20][CH2:21][CH2:22][C:23]([NH:54][C@H:53]([C:52]([OH:56])=[O:51])[CH3:55])=[O:25])=[O:19])[CH:16]=[C:11]2[N:10]=1, predict the reactants needed to synthesize it. (5) The reactants are: [NH2:1][CH2:2][C:3]1[C:8]([CH2:9][CH3:10])=[N:7][C:6]2[N:11]([CH2:14][CH3:15])[N:12]=[CH:13][C:5]=2[C:4]=1[NH:16][CH:17]1[CH2:22][CH2:21][O:20][CH2:19][CH2:18]1.[CH3:23][O:24][C:25]([C:27]1[CH:28]=[C:29]([CH:33]=[CH:34][CH:35]=1)[C:30](O)=[O:31])=[O:26].C1CN([P+](ON2N=NC3C=CC=CC2=3)(N2CCCC2)N2CCCC2)CC1.F[P-](F)(F)(F)(F)F.C(N(C(C)C)CC)(C)C. Given the product [CH2:14]([N:11]1[C:6]2=[N:7][C:8]([CH2:9][CH3:10])=[C:3]([CH2:2][NH:1][C:30]([C:29]3[CH:28]=[C:27]([CH:35]=[CH:34][CH:33]=3)[C:25]([O:24][CH3:23])=[O:26])=[O:31])[C:4]([NH:16][CH:17]3[CH2:18][CH2:19][O:20][CH2:21][CH2:22]3)=[C:5]2[CH:13]=[N:12]1)[CH3:15], predict the reactants needed to synthesize it. (6) Given the product [CH3:32][C:27]1[CH:26]=[C:25]([CH2:24][C:23]([NH:22][CH2:21][CH:20]([C:11]2[C:12]3[O:17][CH2:16][C:15](=[O:18])[NH:14][C:13]=3[CH:19]=[C:9]([OH:8])[CH:10]=2)[OH:35])([CH3:34])[CH3:33])[CH:30]=[C:29]([CH3:31])[CH:28]=1, predict the reactants needed to synthesize it. The reactants are: C([O:8][C:9]1[CH:10]=[C:11]([CH:20]([OH:35])[CH2:21][NH:22][C:23]([CH3:34])([CH3:33])[CH2:24][C:25]2[CH:30]=[C:29]([CH3:31])[CH:28]=[C:27]([CH3:32])[CH:26]=2)[C:12]2[O:17][CH2:16][C:15](=[O:18])[NH:14][C:13]=2[CH:19]=1)C1C=CC=CC=1.Cl. (7) Given the product [NH2:8][C:5]1[CH:4]=[CH:3][C:2]([C:21]([OH:22])([CH3:23])[CH3:20])=[CH:7][CH:6]=1, predict the reactants needed to synthesize it. The reactants are: Br[C:2]1[CH:7]=[CH:6][C:5](/[N:8]=N/N2CCCC2)=[CH:4][CH:3]=1.[Li]C(CC)C.[CH3:20][C:21]([CH3:23])=[O:22].